Predict which catalyst facilitates the given reaction. From a dataset of Catalyst prediction with 721,799 reactions and 888 catalyst types from USPTO. (1) Reactant: [Cr](Cl)([O-])(=O)=O.[NH+]1C=CC=CC=1.[Cl:12][C:13]1[N:14]=[C:15]([N:28]2[CH2:33][CH2:32][CH:31]([CH2:34][OH:35])[CH2:30][CH2:29]2)[C:16]2[C:21]([C:22]3[CH:27]=[CH:26][CH:25]=[CH:24][CH:23]=3)=[CH:20][S:19][C:17]=2[N:18]=1. Product: [Cl:12][C:13]1[N:14]=[C:15]([N:28]2[CH2:29][CH2:30][CH:31]([CH:34]=[O:35])[CH2:32][CH2:33]2)[C:16]2[C:21]([C:22]3[CH:23]=[CH:24][CH:25]=[CH:26][CH:27]=3)=[CH:20][S:19][C:17]=2[N:18]=1. The catalyst class is: 4. (2) Reactant: [Br:1][C:2]1[CH:7]=[CH:6][CH:5]=[CH:4][C:3]=1[CH2:8][CH2:9][CH2:10][C:11]1[CH:19]=[CH:18][C:14]([C:15]([OH:17])=[O:16])=[CH:13][CH:12]=1.S(=O)(=O)(O)O.C(=O)(O)[O-].[Na+].[CH2:30](O)[CH3:31]. Product: [Br:1][C:2]1[CH:7]=[CH:6][CH:5]=[CH:4][C:3]=1[CH2:8][CH2:9][CH2:10][C:11]1[CH:12]=[CH:13][C:14]([C:15]([O:17][CH2:30][CH3:31])=[O:16])=[CH:18][CH:19]=1. The catalyst class is: 22. (3) Reactant: [O:1]=[C:2]1[C:7]2=[C:8]([CH:11]=[CH2:12])[CH:9]=[CH:10][N:6]2[N:5]=[C:4]([C@@H:13]2[CH2:16][CH2:15][N:14]2[C:17]2[C:18]3[C:25]([C:26]#[N:27])=[CH:24][NH:23][C:19]=3[N:20]=[CH:21][N:22]=2)[N:3]1[C:28]1[CH:33]=[CH:32][CH:31]=[CH:30][CH:29]=1. Product: [CH2:11]([C:8]1[CH:9]=[CH:10][N:6]2[C:7]=1[C:2](=[O:1])[N:3]([C:28]1[CH:33]=[CH:32][CH:31]=[CH:30][CH:29]=1)[C:4]([C@@H:13]1[CH2:16][CH2:15][N:14]1[C:17]1[C:18]3[C:25]([C:26]#[N:27])=[CH:24][NH:23][C:19]=3[N:20]=[CH:21][N:22]=1)=[N:5]2)[CH3:12]. The catalyst class is: 19. (4) Reactant: Cl.[CH2:2]([N:9]1[CH2:14][CH2:13][CH2:12][C@H:11]([NH:15]C(=O)OC(C)(C)C)[CH2:10]1)[C:3]1[CH:8]=[CH:7][CH:6]=[CH:5][CH:4]=1. Product: [CH2:2]([N:9]1[CH2:14][CH2:13][CH2:12][C@H:11]([NH2:15])[CH2:10]1)[C:3]1[CH:4]=[CH:5][CH:6]=[CH:7][CH:8]=1. The catalyst class is: 12. (5) Reactant: [C:1]1([C:25]2[CH:30]=[CH:29][CH:28]=[CH:27][CH:26]=2)[CH:6]=[CH:5][C:4]([CH2:7][N:8]2[C:17]3[CH2:16][CH2:15][CH2:14][CH:13]([OH:18])[C:12]=3[C:11](=[O:19])[C:10]([C:20]([O:22][CH2:23][CH3:24])=[O:21])=[CH:9]2)=[CH:3][CH:2]=1.[H-].[Na+].[CH3:33]I.O. Product: [C:1]1([C:25]2[CH:26]=[CH:27][CH:28]=[CH:29][CH:30]=2)[CH:2]=[CH:3][C:4]([CH2:7][N:8]2[C:17]3[CH2:16][CH2:15][CH2:14][CH:13]([O:18][CH3:33])[C:12]=3[C:11](=[O:19])[C:10]([C:20]([O:22][CH2:23][CH3:24])=[O:21])=[CH:9]2)=[CH:5][CH:6]=1. The catalyst class is: 9. (6) Reactant: [O:1]=[C:2]1[C:11]2[C:6](=[CH:7][CH:8]=[CH:9][CH:10]=2)[C:5]([O:12][C:13]2[CH:14]=[C:15]([CH:21]=[CH:22][CH:23]=2)[C:16]([O:18]CC)=[O:17])=[N:4][NH:3]1.Cl. Product: [O:1]=[C:2]1[C:11]2[C:6](=[CH:7][CH:8]=[CH:9][CH:10]=2)[C:5]([O:12][C:13]2[CH:14]=[C:15]([CH:21]=[CH:22][CH:23]=2)[C:16]([OH:18])=[O:17])=[N:4][NH:3]1. The catalyst class is: 500. (7) Reactant: [CH2:1]([C:6]1[CH:7]=[CH:8][C:9]([C:12]([OH:14])=O)=[N:10][CH:11]=1)[CH2:2][CH2:3][CH2:4][CH3:5].CN(C(ON1N=NC2C=CC=CC1=2)=[N+](C)C)C.[B-](F)(F)(F)F.CCN(C(C)C)C(C)C.[C:46]([O:50][C:51]([N:53]1[CH2:58][CH2:57][CH:56]([NH:59][CH2:60][C:61]2[CH:66]=[CH:65][C:64]([Br:67])=[CH:63][CH:62]=2)[CH2:55][CH2:54]1)=[O:52])([CH3:49])([CH3:48])[CH3:47]. Product: [C:46]([O:50][C:51]([N:53]1[CH2:54][CH2:55][CH:56]([N:59]([CH2:60][C:61]2[CH:66]=[CH:65][C:64]([Br:67])=[CH:63][CH:62]=2)[C:12]([C:9]2[CH:8]=[CH:7][C:6]([CH2:1][CH2:2][CH2:3][CH2:4][CH3:5])=[CH:11][N:10]=2)=[O:14])[CH2:57][CH2:58]1)=[O:52])([CH3:49])([CH3:47])[CH3:48]. The catalyst class is: 2. (8) Reactant: Cl[C:2]1[N:3]=[CH:4][C:5]2[N:11]([CH3:12])[C:10](=[O:13])[CH:9]([CH3:14])[CH2:8][N:7]([CH:15]3[CH2:20][CH2:19][CH2:18][CH2:17][CH2:16]3)[C:6]=2[N:21]=1.[N:22]1[CH:27]=[CH:26][C:25]([C:28]2[O:29][C:30]3[CH:36]=[CH:35][C:34]([NH2:37])=[CH:33][C:31]=3[N:32]=2)=[CH:24][CH:23]=1.O.C1(C)C=CC(S(O)(=O)=O)=CC=1. Product: [CH:15]1([N:7]2[CH2:8][CH:9]([CH3:14])[C:10](=[O:13])[N:11]([CH3:12])[C:5]3[CH:4]=[N:3][C:2]([NH:37][C:34]4[CH:35]=[CH:36][C:30]5[O:29][C:28]([C:25]6[CH:24]=[CH:23][N:22]=[CH:27][CH:26]=6)=[N:32][C:31]=5[CH:33]=4)=[N:21][C:6]2=3)[CH2:20][CH2:19][CH2:18][CH2:17][CH2:16]1. The catalyst class is: 41. (9) Reactant: [C:1]1([NH2:8])[CH:6]=[CH:5][CH:4]=[CH:3][C:2]=1[NH2:7].[CH2:9]([NH:12][C:13](=[O:39])[CH2:14][CH2:15][CH2:16][CH2:17][CH2:18][O:19][C:20]1[CH:33]=[CH:32][C:31]2[C:30]3([CH3:34])[CH:25]([C:26]([CH3:36])([CH3:35])[CH2:27][CH2:28][CH2:29]3)[C:24](=O)[C:23](=O)[C:22]=2[CH:21]=1)[C:10]#[CH:11]. Product: [CH2:9]([NH:12][C:13](=[O:39])[CH2:14][CH2:15][CH2:16][CH2:17][CH2:18][O:19][C:20]1[CH:33]=[CH:32][C:31]2[C:30]3([CH3:34])[CH2:29][CH2:28][CH2:27][C:26]([CH3:35])([CH3:36])[CH:25]3[C:24]3[C:23](=[N:7][C:2]4[C:1]([N:8]=3)=[CH:6][CH:5]=[CH:4][CH:3]=4)[C:22]=2[CH:21]=1)[C:10]#[CH:11]. The catalyst class is: 11.